Dataset: Reaction yield outcomes from USPTO patents with 853,638 reactions. Task: Predict the reaction yield, written as a fraction of the theoretical maximum amount of product (1.0 means a 100% yield; for example, 0.34 means a 34% yield). (1) The reactants are [F:1][C:2]([F:14])([F:13])[S:3][C:4]1[CH:9]=[CH:8][C:7]([CH2:10][C:11]#[N:12])=[CH:6][CH:5]=1.Cl.[OH-].[Na+]. The catalyst is C1COCC1.C(OCC)C. The product is [F:13][C:2]([F:1])([F:14])[S:3][C:4]1[CH:5]=[CH:6][C:7]([CH2:10][CH2:11][NH2:12])=[CH:8][CH:9]=1. The yield is 0.912. (2) The reactants are [CH2:1]([O:3][P:4]([NH:9][CH:10]1[CH:15]([CH3:16])[CH2:14][CH2:13][N:12](C(OCC2C=CC=CC=2)=O)[CH2:11]1)([O:6][CH2:7][CH3:8])=[O:5])[CH3:2]. The catalyst is CO.[Pd]. The product is [CH3:16][CH:15]1[CH2:14][CH2:13][NH:12][CH2:11][CH:10]1[NH:9][P:4](=[O:5])([O:6][CH2:7][CH3:8])[O:3][CH2:1][CH3:2]. The yield is 0.830. (3) The reactants are [Br:1][C:2]1[CH:11]=[CH:10][C:9]2[N:8]=[C:7](SC)[N:6]3[C:14](=[O:24])[N:15]([C:17]4[CH:22]=[CH:21][C:20]([CH3:23])=[CH:19][CH:18]=4)[N:16]=[C:5]3[C:4]=2[CH:3]=1.C1C=C(Cl)C=C(C(OO)=[O:33])C=1.[O-]S([O-])(=S)=O.[Na+].[Na+].C([O-])(O)=O.[Na+]. The catalyst is C(Cl)Cl. The product is [Br:1][C:2]1[CH:11]=[CH:10][C:9]2[NH:8][C:7](=[O:33])[N:6]3[C:14](=[O:24])[N:15]([C:17]4[CH:22]=[CH:21][C:20]([CH3:23])=[CH:19][CH:18]=4)[N:16]=[C:5]3[C:4]=2[CH:3]=1. The yield is 0.990. (4) The reactants are [CH:1]1([NH2:7])[CH2:6][CH2:5][CH2:4][CH2:3][CH2:2]1.C([O:10][C:11]([C:13]1[C:14](=[O:26])[N:15]([CH3:25])[C:16]2[C:21]([C:22]=1[OH:23])=[CH:20][C:19]([CH3:24])=[CH:18][CH:17]=2)=O)C. The catalyst is C1(C)C=CC=CC=1.O. The product is [CH:1]1([NH:7][C:11]([C:13]2[C:14](=[O:26])[N:15]([CH3:25])[C:16]3[C:21]([C:22]=2[OH:23])=[CH:20][C:19]([CH3:24])=[CH:18][CH:17]=3)=[O:10])[CH2:6][CH2:5][CH2:4][CH2:3][CH2:2]1. The yield is 0.970.